This data is from Reaction yield outcomes from USPTO patents with 853,638 reactions. The task is: Predict the reaction yield, written as a fraction of the theoretical maximum amount of product (1.0 means a 100% yield; for example, 0.34 means a 34% yield). (1) The reactants are [CH:1]12[CH2:8][CH2:7][CH:4]([CH2:5][CH2:6]1)[C:3](=[O:9])[NH:2]2.I[C:11]1[CH:16]=[CH:15][CH:14]=[CH:13][CH:12]=1.C([O-])([O-])=O.[Cs+].[Cs+].CC1(C)C2C(=C(P(C3C=CC=CC=3)C3C=CC=CC=3)C=CC=2)OC2C(P(C3C=CC=CC=3)C3C=CC=CC=3)=CC=CC1=2. The catalyst is C1C=CC([P]([Pd]([P](C2C=CC=CC=2)(C2C=CC=CC=2)C2C=CC=CC=2)([P](C2C=CC=CC=2)(C2C=CC=CC=2)C2C=CC=CC=2)[P](C2C=CC=CC=2)(C2C=CC=CC=2)C2C=CC=CC=2)(C2C=CC=CC=2)C2C=CC=CC=2)=CC=1.O1CCOCC1. The product is [C:11]1([N:2]2[C:3](=[O:9])[CH:4]3[CH2:7][CH2:8][CH:1]2[CH2:6][CH2:5]3)[CH:16]=[CH:15][CH:14]=[CH:13][CH:12]=1. The yield is 0.620. (2) The reactants are [H-].[Na+].[CH3:3][O:4][CH2:5][O:6][C:7]1[CH:8]=[CH:9][C:10]2[C@@H:11]3[C@@H:19]([C@H:20]([CH2:24][CH2:25][CH2:26][CH2:27][O:28][CH2:29][CH2:30][O:31][CH2:32][CH2:33][O:34][CH2:35][CH2:36][OH:37])[CH2:21][C:22]=2[CH:23]=1)[C@H:18]1[C@@:14]([CH3:42])([C@@H:15]([O:38][CH2:39][O:40][CH3:41])[CH2:16][CH2:17]1)[CH2:13][CH2:12]3.Br[CH2:44][C:45]([O:47][C:48]([CH3:51])([CH3:50])[CH3:49])=[O:46]. The catalyst is CN(C=O)C. The product is [CH3:3][O:4][CH2:5][O:6][C:7]1[CH:8]=[CH:9][C:10]2[C@@H:11]3[C@@H:19]([C@H:20]([CH2:24][CH2:25][CH2:26][CH2:27][O:28][CH2:29][CH2:30][O:31][CH2:32][CH2:33][O:34][CH2:35][CH2:36][O:37][CH2:44][C:45]([O:47][C:48]([CH3:51])([CH3:50])[CH3:49])=[O:46])[CH2:21][C:22]=2[CH:23]=1)[C@H:18]1[C@@:14]([CH3:42])([C@@H:15]([O:38][CH2:39][O:40][CH3:41])[CH2:16][CH2:17]1)[CH2:13][CH2:12]3. The yield is 0.620.